This data is from Forward reaction prediction with 1.9M reactions from USPTO patents (1976-2016). The task is: Predict the product of the given reaction. Given the reactants [F:1][C:2]([F:13])([F:12])[C:3](=O)[CH2:4][C:5](=O)[C:6]([F:9])([F:8])[F:7].Cl.[CH3:15][O:16][C:17]1[CH:22]=[CH:21][C:20]([NH:23][NH2:24])=[CH:19][CH:18]=1, predict the reaction product. The product is: [CH3:15][O:16][C:17]1[CH:22]=[CH:21][C:20]([N:23]2[C:3]([C:2]([F:13])([F:12])[F:1])=[CH:4][C:5]([C:6]([F:9])([F:8])[F:7])=[N:24]2)=[CH:19][CH:18]=1.